From a dataset of Forward reaction prediction with 1.9M reactions from USPTO patents (1976-2016). Predict the product of the given reaction. (1) Given the reactants [F:1][C:2]([F:11])([C:5]1[CH:10]=[CH:9][CH:8]=[CH:7][CH:6]=1)[C:3]#[N:4].Cl.[NH2:13][OH:14].C(=O)([O-])[O-].[Na+].[Na+], predict the reaction product. The product is: [F:1][C:2]([F:11])([C:5]1[CH:6]=[CH:7][CH:8]=[CH:9][CH:10]=1)/[C:3](=[N:13]/[OH:14])/[NH2:4]. (2) The product is: [C:38]([N:41]1[CH2:46][CH2:45][N:44]([C:23](=[O:24])[CH2:22][N:21]([CH2:26][CH:27]([CH3:29])[CH3:28])[C:19]([C:13]2[S:12][C:11]3=[N:10][C@:9]([C:31]4[CH:36]=[CH:35][C:34]([Cl:37])=[CH:33][CH:32]=4)([CH3:30])[C@@H:8]([C:5]4[CH:4]=[CH:3][C:2]([Cl:1])=[CH:7][CH:6]=4)[N:15]3[C:14]=2[CH:16]([CH3:18])[CH3:17])=[O:20])[CH2:43][CH2:42]1)(=[O:40])[CH3:39]. Given the reactants [Cl:1][C:2]1[CH:7]=[CH:6][C:5]([C@H:8]2[N:15]3[C:11]([S:12][C:13]([C:19]([N:21]([CH2:26][CH:27]([CH3:29])[CH3:28])[CH2:22][C:23](O)=[O:24])=[O:20])=[C:14]3[CH:16]([CH3:18])[CH3:17])=[N:10][C@:9]2([C:31]2[CH:36]=[CH:35][C:34]([Cl:37])=[CH:33][CH:32]=2)[CH3:30])=[CH:4][CH:3]=1.[C:38]([N:41]1[CH2:46][CH2:45][NH:44][CH2:43][CH2:42]1)(=[O:40])[CH3:39], predict the reaction product. (3) Given the reactants Cl[C:2]1[CH:7]=[CH:6][CH:5]=[CH:4][C:3]=1[C:8]1[N:26]([CH2:27][C@@H:28]2[CH2:33][CH2:32][CH2:31][NH:30][CH2:29]2)[C:11]2[N:12]=[C:13]([NH:16][CH2:17][C:18]3[CH:23]=[CH:22][C:21]([F:24])=[C:20]([F:25])[CH:19]=3)[N:14]=[CH:15][C:10]=2[C:9]=1[CH3:34].FC1C=C(C=CC=1F)CNC1N=CC2C(C)=C(C3C=CC=CC=3)N(C[C@@H]3CCCN(C(OC(C)(C)C)=O)C3)C=2N=1, predict the reaction product. The product is: [F:25][C:20]1[CH:19]=[C:18]([CH:23]=[CH:22][C:21]=1[F:24])[CH2:17][NH:16][C:13]1[N:14]=[CH:15][C:10]2[C:9]([CH3:34])=[C:8]([C:3]3[CH:2]=[CH:7][CH:6]=[CH:5][CH:4]=3)[N:26]([CH2:27][C@@H:28]3[CH2:33][CH2:32][CH2:31][NH:30][CH2:29]3)[C:11]=2[N:12]=1. (4) Given the reactants C([Cl:4])(=O)C.C(OC([N:12]1[CH2:17][CH2:16][O:15][CH:14]([C:18]2[CH:23]=[CH:22][C:21]([O:24][CH2:25][C:26]3[C:31]([Cl:32])=[CH:30][CH:29]=[CH:28][C:27]=3[Cl:33])=[CH:20][CH:19]=2)[CH2:13]1)=O)(C)(C)C, predict the reaction product. The product is: [ClH:4].[Cl:32][C:31]1[CH:30]=[CH:29][CH:28]=[C:27]([Cl:33])[C:26]=1[CH2:25][O:24][C:21]1[CH:20]=[CH:19][C:18]([CH:14]2[O:15][CH2:16][CH2:17][NH:12][CH2:13]2)=[CH:23][CH:22]=1. (5) Given the reactants Br[C:2]1[CH:7]=[CH:6][CH:5]=[C:4]([CH2:8][O:9][Si:10]([C:13]([CH3:16])([CH3:15])[CH3:14])([CH3:12])[CH3:11])[N:3]=1.[OH:17][CH2:18][C@@H:19]1[CH2:24][CH2:23][CH2:22][CH2:21][N:20]1[C:25]([O:27][C:28]([CH3:31])([CH3:30])[CH3:29])=[O:26].C(P(C(C)(C)C)C1C=CC=CC=1C1C=CC=CC=1)(C)(C)C, predict the reaction product. The product is: [Si:10]([O:9][CH2:8][C:4]1[N:3]=[C:2]([O:17][CH2:18][C@@H:19]2[CH2:24][CH2:23][CH2:22][CH2:21][N:20]2[C:25]([O:27][C:28]([CH3:31])([CH3:30])[CH3:29])=[O:26])[CH:7]=[CH:6][CH:5]=1)([C:13]([CH3:16])([CH3:15])[CH3:14])([CH3:12])[CH3:11]. (6) Given the reactants [CH2:1]([OH:4])[CH2:2][OH:3].[H-].[Na+].F[C:8]1[N:13]=[CH:12][C:11]([C:14]2[C:15]([CH3:21])=[N:16][CH:17]=[C:18]([NH2:20])[CH:19]=2)=[CH:10][C:9]=1[N:22]1[CH2:27][CH2:26][O:25][CH2:24][CH2:23]1, predict the reaction product. The product is: [NH2:20][C:18]1[CH:19]=[C:14]([C:11]2[CH:12]=[N:13][C:8]([O:3][CH2:2][CH2:1][OH:4])=[C:9]([N:22]3[CH2:27][CH2:26][O:25][CH2:24][CH2:23]3)[CH:10]=2)[C:15]([CH3:21])=[N:16][CH:17]=1. (7) Given the reactants F[C:2]1[CH:9]=[C:8]([N:10]2[C:22]3[CH:21]=[CH:20][CH:19]=[C:18]([C:23]4[NH:27][C:26]5[CH:28]=[C:29]([F:32])[CH:30]=[CH:31][C:25]=5[N:24]=4)[C:17]=3[C:16]3[C:11]2=[CH:12][CH:13]=[CH:14][CH:15]=3)[CH:7]=[CH:6][C:3]=1[C:4]#[N:5].C(=O)([O-])[O-:34].[K+].[K+].[CH3:39][O:40][CH2:41][CH2:42][CH2:43][NH2:44].[OH-].[Na+].OO, predict the reaction product. The product is: [F:32][C:29]1[CH:30]=[CH:31][C:25]2[N:24]=[C:23]([C:18]3[C:17]4[C:16]5[C:11](=[CH:12][CH:13]=[CH:14][CH:15]=5)[N:10]([C:8]5[CH:7]=[CH:6][C:3]([C:4]([NH2:5])=[O:34])=[C:2]([NH:44][CH2:43][CH2:42][CH2:41][O:40][CH3:39])[CH:9]=5)[C:22]=4[CH:21]=[CH:20][CH:19]=3)[NH:27][C:26]=2[CH:28]=1. (8) Given the reactants C(O[C:4](=[C:11]1[C:19]2[C:14](=[CH:15][CH:16]=[C:17]([N+:20]([O-:22])=[O:21])[CH:18]=2)[NH:13][C:12]1=[O:23])[C:5]1[CH:10]=[CH:9][CH:8]=[CH:7][CH:6]=1)C.[C:24]([O:28][C:29]([N:31]([CH2:33][C:34]1[CH:40]=[CH:39][C:37]([NH2:38])=[CH:36][CH:35]=1)[CH3:32])=[O:30])([CH3:27])([CH3:26])[CH3:25], predict the reaction product. The product is: [C:24]([O:28][C:29]([N:31]([CH2:33][C:34]1[CH:40]=[CH:39][C:37]([NH:38]/[C:4](=[C:11]2\[C:12](=[O:23])[NH:13][C:14]3[C:19]\2=[CH:18][C:17]([N+:20]([O-:22])=[O:21])=[CH:16][CH:15]=3)/[C:5]2[CH:10]=[CH:9][CH:8]=[CH:7][CH:6]=2)=[CH:36][CH:35]=1)[CH3:32])=[O:30])([CH3:27])([CH3:25])[CH3:26]. (9) The product is: [OH:47][CH2:46][CH2:45][N:42]1[CH2:41][CH2:40][N:39]([C:37](=[O:38])[CH:36]=[CH:35][C:32]2[CH:33]=[CH:34][C:29]([S:28][C:24]3[CH:23]=[C:22]([NH:21][C@H:18]4[CH2:19][CH2:20][C@H:15]([C:13]([OH:14])=[O:12])[CH2:16][CH2:17]4)[CH:27]=[CH:26][CH:25]=3)=[C:30]([C:52]([F:53])([F:54])[F:55])[C:31]=2[C:48]([F:49])([F:51])[F:50])[CH2:44][CH2:43]1. Given the reactants OCCN1CCNCC1.C([O:12][C:13]([C@H:15]1[CH2:20][CH2:19][C@H:18]([NH:21][C:22]2[CH:27]=[CH:26][CH:25]=[C:24]([S:28][C:29]3[CH:34]=[CH:33][C:32]([CH:35]=[CH:36][C:37]([N:39]4[CH2:44][CH2:43][N:42]([CH2:45][CH2:46][OH:47])[CH2:41][CH2:40]4)=[O:38])=[C:31]([C:48]([F:51])([F:50])[F:49])[C:30]=3[C:52]([F:55])([F:54])[F:53])[CH:23]=2)[CH2:17][CH2:16]1)=[O:14])C.[Li+].[OH-], predict the reaction product. (10) Given the reactants Br[CH2:2][C:3]1[C:26]([Cl:27])=[CH:25][C:6]2[C:7]([N:10]([C:18]([O:20][C:21]([CH3:24])([CH3:23])[CH3:22])=[O:19])[C:11](=[O:17])[O:12][C:13]([CH3:16])([CH3:15])[CH3:14])=[N:8][O:9][C:5]=2[CH:4]=1.[CH3:28][C:29]1([CH3:40])[CH2:38][CH2:37][C:36]2[CH:35]=[C:34]([OH:39])[CH:33]=[CH:32][C:31]=2[CH2:30]1.C(=O)([O-])[O-].[K+].[K+].O, predict the reaction product. The product is: [C:21]([O:20][C:18]([N:10]([C:7]1[C:6]2[CH:25]=[C:26]([Cl:27])[C:3]([CH2:2][O:39][C:34]3[CH:33]=[CH:32][C:31]4[CH2:30][C:29]([CH3:40])([CH3:28])[CH2:38][CH2:37][C:36]=4[CH:35]=3)=[CH:4][C:5]=2[O:9][N:8]=1)[C:11](=[O:17])[O:12][C:13]([CH3:16])([CH3:15])[CH3:14])=[O:19])([CH3:22])([CH3:24])[CH3:23].